Dataset: Full USPTO retrosynthesis dataset with 1.9M reactions from patents (1976-2016). Task: Predict the reactants needed to synthesize the given product. (1) Given the product [CH2:45]([C@@H:47]1[N:51]([C:19](=[O:21])[C@@H:18]([NH:17][C:15]([O:14][CH3:13])=[O:16])[C@@H:22]([CH3:25])[CH2:23][CH3:24])[C@H:50]([C:52]([OH:54])=[O:53])[CH2:49][CH2:48]1)[CH3:46], predict the reactants needed to synthesize it. The reactants are: COC(N[C@@H](C(C)C)C(O)=O)=O.[CH3:13][O:14][C:15]([NH:17][C@@H:18]([C@@H:22]([CH3:25])[CH2:23][CH3:24])[C:19]([OH:21])=O)=[O:16].C[C@@H]1N[C@H](C(OCC)=O)CC1.C(O)(C(F)(F)F)=O.Cl.[CH2:45]([C@@H:47]1[NH:51][C@H:50]([C:52]([O:54]C)=[O:53])[CH2:49][CH2:48]1)[CH3:46]. (2) Given the product [NH2:1][C:2]1[C:10]([OH:11])=[CH:9][C:8]([Cl:13])=[CH:7][C:3]=1[C:4]([OH:6])=[O:5], predict the reactants needed to synthesize it. The reactants are: [NH2:1][C:2]1[C:10]([O:11]C)=[CH:9][C:8]([Cl:13])=[CH:7][C:3]=1[C:4]([O-:6])=[O:5].Br.C([O-])([O-])=O.[Na+].[Na+]. (3) Given the product [NH2:1][C@H:2]([C:4]([OH:6])=[O:5])[CH3:3].[CH3:19][CH:18]([CH2:20][CH2:21][CH2:22][C@H:23]([C@@H:25]1[C@:43]2([CH3:44])[C@H:28]([C@H:29]3[C@H:40]([CH2:41][CH2:42]2)[C@:38]2([CH3:39])[C:32]([CH2:33][C@H:34]([CH2:36][CH2:37]2)[OH:35])=[CH:31][CH2:30]3)[CH2:27][CH2:26]1)[CH3:24])[CH3:17], predict the reactants needed to synthesize it. The reactants are: [NH:1](C(OCC1C=CC=CC=1)=O)[C@H:2]([C:4]([OH:6])=[O:5])[CH3:3].[CH3:17][CH:18]([CH2:20][CH2:21][CH2:22][C@H:23]([C@@H:25]1[C@:43]2([CH3:44])[C@H:28]([C@H:29]3[C@H:40]([CH2:41][CH2:42]2)[C@:38]2([CH3:39])[C:32]([CH2:33][C@H:34]([CH2:36][CH2:37]2)[OH:35])=[CH:31][CH2:30]3)[CH2:27][CH2:26]1)[CH3:24])[CH3:19].C(O)(=O)C. (4) Given the product [F:12][C:7]1[CH:6]=[C:5]2[C:10]([CH:11]=[C:2]([C:21]3[C:16]([C:15]([F:26])([F:25])[F:14])=[N:17][CH:18]=[CH:19][CH:20]=3)[C:3](=[O:13])[O:4]2)=[CH:9][CH:8]=1, predict the reactants needed to synthesize it. The reactants are: Br[C:2]1[C:3](=[O:13])[O:4][C:5]2[C:10]([CH:11]=1)=[CH:9][CH:8]=[C:7]([F:12])[CH:6]=2.[F:14][C:15]([F:26])([F:25])[C:16]1[C:21](B(O)O)=[CH:20][CH:19]=[CH:18][N:17]=1.ClCCl.C([O-])([O-])=O.[K+].[K+]. (5) Given the product [CH:17]1[C:18]2[C:9](=[CH:10][CH:2]=[C:3]([C:2]3[CH:3]=[C:4]([CH:8]=[CH:9][C:10]=3[CH3:11])[C:5]([NH:24][C:23]3[CH:25]=[CH:26][CH:27]=[C:21]([C:20]([F:28])([F:29])[F:19])[CH:22]=3)=[O:6])[CH:4]=2)[CH:16]=[CH:15][N:14]=1, predict the reactants needed to synthesize it. The reactants are: Br[C:2]1[CH:3]=[C:4]([CH:8]=[CH:9][C:10]=1[CH3:11])[C:5](Cl)=[O:6].C([N:14]([CH2:17][CH3:18])[CH2:15][CH3:16])C.[F:19][C:20]([F:29])([F:28])[C:21]1[CH:22]=[C:23]([CH:25]=[CH:26][CH:27]=1)[NH2:24].